Dataset: NCI-60 drug combinations with 297,098 pairs across 59 cell lines. Task: Regression. Given two drug SMILES strings and cell line genomic features, predict the synergy score measuring deviation from expected non-interaction effect. (1) Drug 1: C1CCN(CC1)CCOC2=CC=C(C=C2)C(=O)C3=C(SC4=C3C=CC(=C4)O)C5=CC=C(C=C5)O. Drug 2: CC(CN1CC(=O)NC(=O)C1)N2CC(=O)NC(=O)C2. Cell line: SW-620. Synergy scores: CSS=24.2, Synergy_ZIP=1.01, Synergy_Bliss=1.77, Synergy_Loewe=-0.111, Synergy_HSA=0.189. (2) Drug 1: C1=NC(=NC(=O)N1C2C(C(C(O2)CO)O)O)N. Drug 2: C1=CN(C=N1)CC(O)(P(=O)(O)O)P(=O)(O)O. Cell line: HOP-92. Synergy scores: CSS=10.00, Synergy_ZIP=-2.05, Synergy_Bliss=1.38, Synergy_Loewe=-5.71, Synergy_HSA=-0.915. (3) Drug 2: CC1C(C(CC(O1)OC2CC(CC3=C2C(=C4C(=C3O)C(=O)C5=C(C4=O)C(=CC=C5)OC)O)(C(=O)CO)O)N)O.Cl. Cell line: HS 578T. Drug 1: CC1=CC=C(C=C1)C2=CC(=NN2C3=CC=C(C=C3)S(=O)(=O)N)C(F)(F)F. Synergy scores: CSS=41.9, Synergy_ZIP=4.21, Synergy_Bliss=4.23, Synergy_Loewe=-4.13, Synergy_HSA=6.17. (4) Drug 1: CN1CCC(CC1)COC2=C(C=C3C(=C2)N=CN=C3NC4=C(C=C(C=C4)Br)F)OC. Drug 2: CC1C(C(=O)NC(C(=O)N2CCCC2C(=O)N(CC(=O)N(C(C(=O)O1)C(C)C)C)C)C(C)C)NC(=O)C3=C4C(=C(C=C3)C)OC5=C(C(=O)C(=C(C5=N4)C(=O)NC6C(OC(=O)C(N(C(=O)CN(C(=O)C7CCCN7C(=O)C(NC6=O)C(C)C)C)C)C(C)C)C)N)C. Cell line: HCC-2998. Synergy scores: CSS=-0.798, Synergy_ZIP=4.62, Synergy_Bliss=6.29, Synergy_Loewe=6.67, Synergy_HSA=6.61. (5) Drug 1: CC1=CC=C(C=C1)C2=CC(=NN2C3=CC=C(C=C3)S(=O)(=O)N)C(F)(F)F. Drug 2: C1=NC(=NC(=O)N1C2C(C(C(O2)CO)O)O)N. Cell line: BT-549. Synergy scores: CSS=29.3, Synergy_ZIP=-7.83, Synergy_Bliss=1.44, Synergy_Loewe=-14.7, Synergy_HSA=0.548.